Predict which catalyst facilitates the given reaction. From a dataset of Catalyst prediction with 721,799 reactions and 888 catalyst types from USPTO. (1) Reactant: [C:1]([O:5][C:6]([N:8]1[CH2:17][CH2:16][C:15]2[C:10](=[CH:11][CH:12]=[C:13]([O:18][C:19]3[CH:24]=[CH:23][C:22]([C:25]#[N:26])=[CH:21][CH:20]=3)[CH:14]=2)[CH2:9]1)=[O:7])([CH3:4])([CH3:3])[CH3:2].[OH-:27].[K+]. Product: [C:1]([O:5][C:6]([N:8]1[CH2:17][CH2:16][C:15]2[C:10](=[CH:11][CH:12]=[C:13]([O:18][C:19]3[CH:24]=[CH:23][C:22]([C:25](=[O:27])[NH2:26])=[CH:21][CH:20]=3)[CH:14]=2)[CH2:9]1)=[O:7])([CH3:4])([CH3:2])[CH3:3]. The catalyst class is: 107. (2) Product: [Cl:7][C:8]1[CH:13]=[CH:12][C:11]([S:14][C:15]2[CH:23]=[CH:22][C:18]([C:19]([OH:21])=[O:20])=[CH:17][CH:16]=2)=[CH:10][C:9]=1[OH:24]. Reactant: Br.C(O)(=O)C.O.[Cl:7][C:8]1[CH:13]=[CH:12][C:11]([S:14][C:15]2[CH:23]=[CH:22][C:18]([C:19]([OH:21])=[O:20])=[CH:17][CH:16]=2)=[CH:10][C:9]=1[O:24]C. The catalyst class is: 5. (3) Reactant: [O-][N+:2]1[C:11]2[C:10](=[O:12])[N:9]([CH2:13][O:14][CH2:15][CH2:16][Si:17]([CH3:20])([CH3:19])[CH3:18])[CH:8]=[C:7]([C:21]([O:23][CH2:24][CH3:25])=[O:22])[C:6]=2[CH:5]=[CH:4][CH:3]=1.C(Cl)(=O)C([Cl:29])=O. Product: [Cl:29][C:3]1[CH:4]=[CH:5][C:6]2[C:7]([C:21]([O:23][CH2:24][CH3:25])=[O:22])=[CH:8][N:9]([CH2:13][O:14][CH2:15][CH2:16][Si:17]([CH3:20])([CH3:19])[CH3:18])[C:10](=[O:12])[C:11]=2[N:2]=1. The catalyst class is: 4. (4) Reactant: [F:1][C:2]([F:21])([F:20])[C:3]([N:5]1[CH2:11][CH:10]([CH2:12][CH3:13])[C:9]2[CH:14]=[CH:15][C:16]([O:18][CH3:19])=[CH:17][C:8]=2[CH2:7][CH2:6]1)=[O:4].[Cl:22]N1C(=O)CCC1=O. Product: [F:21][C:2]([F:1])([F:20])[C:3]([N:5]1[CH2:11][CH:10]([CH2:12][CH3:13])[C:9]2[CH:14]=[C:15]([Cl:22])[C:16]([O:18][CH3:19])=[CH:17][C:8]=2[CH2:7][CH2:6]1)=[O:4]. The catalyst class is: 10. (5) The catalyst class is: 11. Reactant: Cl.[Cl:2][C@@H:3]([C:19]1[CH:24]=[CH:23][CH:22]=[C:21]([C:25]([F:28])([F:27])[F:26])[CH:20]=1)[CH2:4][CH2:5][NH:6][CH:7]([C:9]1[C:18]2[C:13](=[CH:14][CH:15]=[CH:16][CH:17]=2)[CH:12]=[CH:11][CH:10]=1)[CH3:8].C(=O)(O)[O-].[Na+]. Product: [CH3:8][C@@H:7]([NH:6][CH2:5][CH2:4][CH2:3][C:19]1[CH:24]=[CH:23][CH:22]=[C:21]([C:25]([F:26])([F:27])[F:28])[CH:20]=1)[C:9]1[CH:10]=[CH:11][CH:12]=[C:13]2[CH:14]=[CH:15][CH:16]=[CH:17][C:18]=12.[ClH:2].